Dataset: Peptide-MHC class II binding affinity with 134,281 pairs from IEDB. Task: Regression. Given a peptide amino acid sequence and an MHC pseudo amino acid sequence, predict their binding affinity value. This is MHC class II binding data. (1) The peptide sequence is YSKFLANVSTVLTGK. The MHC is DRB1_0405 with pseudo-sequence DRB1_0405. The binding affinity (normalized) is 0.385. (2) The peptide sequence is PEEIKQLQQFQKEDA. The MHC is DRB1_0401 with pseudo-sequence DRB1_0401. The binding affinity (normalized) is 0.317. (3) The peptide sequence is DVKFPGGGFIVGGVY. The MHC is HLA-DQA10501-DQB10301 with pseudo-sequence HLA-DQA10501-DQB10301. The binding affinity (normalized) is 0.614. (4) The peptide sequence is KFIPALEAAVKQAYA. The MHC is HLA-DPA10103-DPB10201 with pseudo-sequence HLA-DPA10103-DPB10201. The binding affinity (normalized) is 0.248. (5) The peptide sequence is AAATAGTTVYPAFAA. The MHC is HLA-DPA10103-DPB10601 with pseudo-sequence HLA-DPA10103-DPB10601. The binding affinity (normalized) is 0.0599. (6) The peptide sequence is YLEDARRLKAIYEKKK. The MHC is DRB1_1001 with pseudo-sequence DRB1_1001. The binding affinity (normalized) is 0.359. (7) The peptide sequence is HFQRALIFILLTAVA. The MHC is DRB1_1101 with pseudo-sequence DRB1_1101. The binding affinity (normalized) is 0.590. (8) The peptide sequence is EICPAVKRDVDLFLTGT. The MHC is DRB1_0901 with pseudo-sequence DRB1_0901. The binding affinity (normalized) is 0.235.